Dataset: Reaction yield outcomes from USPTO patents with 853,638 reactions. Task: Predict the reaction yield, written as a fraction of the theoretical maximum amount of product (1.0 means a 100% yield; for example, 0.34 means a 34% yield). (1) The reactants are [F:1][C:2]1[CH:10]=[CH:9][C:8]([F:11])=[CH:7][C:3]=1[C:4](Cl)=[O:5].[CH2:12]([NH:19][C:20]([C:22]1[S:26][C:25]([NH2:27])=[N:24][C:23]=1[CH3:28])=[O:21])[C:13]1[CH:18]=[CH:17][CH:16]=[CH:15][CH:14]=1. No catalyst specified. The product is [CH2:12]([NH:19][C:20]([C:22]1[S:26][C:25]([NH:27][C:4](=[O:5])[C:3]2[CH:7]=[C:8]([F:11])[CH:9]=[CH:10][C:2]=2[F:1])=[N:24][C:23]=1[CH3:28])=[O:21])[C:13]1[CH:18]=[CH:17][CH:16]=[CH:15][CH:14]=1. The yield is 0.860. (2) The reactants are [CH3:1][O:2][C:3]([C:5]1[S:9][C:8]([C:10]2[CH:15]=[C:14]([CH3:16])[N+:13]([O-])=[N:12][CH:11]=2)=[CH:7][CH:6]=1)=[O:4].N#N.CO.C(Cl)Cl. The catalyst is [OH-].[NH4+].CO.C(Cl)Cl.[Pd]. The product is [CH3:16][C:14]1[N:13]=[N:12][CH:11]=[C:10]([C:8]2[S:9][C:5]([C:3]([O:2][CH3:1])=[O:4])=[CH:6][CH:7]=2)[CH:15]=1. The yield is 0.360.